Predict the product of the given reaction. From a dataset of Forward reaction prediction with 1.9M reactions from USPTO patents (1976-2016). (1) Given the reactants [F:1][CH:2]([F:14])[O:3][C:4]1[CH:9]=[CH:8][C:7]([CH2:10][C:11]([OH:13])=[O:12])=[CH:6][CH:5]=1.C[Si]([N-][Si](C)(C)C)(C)C.[Na+].[Cl:25][CH2:26][CH2:27][CH2:28][CH2:29]I, predict the reaction product. The product is: [Cl:25][CH2:26][CH2:27][CH2:28][CH2:29][CH:10]([C:7]1[CH:6]=[CH:5][C:4]([O:3][CH:2]([F:14])[F:1])=[CH:9][CH:8]=1)[C:11]([OH:13])=[O:12]. (2) Given the reactants [C:1]([O:5][C:6]([N:8]1[CH2:13][CH2:12][CH:11]([O:14][CH2:15][C:16]([OH:18])=O)[CH2:10][CH2:9]1)=[O:7])([CH3:4])([CH3:3])[CH3:2].CC[N:21](CC)CC.ClC(OCC(C)C)=O.N, predict the reaction product. The product is: [C:1]([O:5][C:6]([N:8]1[CH2:13][CH2:12][CH:11]([O:14][CH2:15][C:16](=[O:18])[NH2:21])[CH2:10][CH2:9]1)=[O:7])([CH3:4])([CH3:3])[CH3:2]. (3) The product is: [NH2:20][C:21]1[N:11]([C:5]2[N:6]=[C:7]([O:9][CH3:10])[CH:8]=[C:3]([O:2][CH3:1])[N:4]=2)[C:12]2[CH:17]=[CH:16][C:15]([CH3:24])=[CH:14][C:13]=2[N:19]=1. Given the reactants [CH3:1][O:2][C:3]1[CH:8]=[C:7]([O:9][CH3:10])[N:6]=[C:5]([NH:11][C:12]2[C:13]([NH2:19])=[CH:14][CH:15]=[C:16](C)[CH:17]=2)[N:4]=1.[N:20]#[C:21]Br.O.[CH2:24](O)C, predict the reaction product. (4) Given the reactants CS(C)=O.C(Cl)(=O)C(Cl)=O.[OH:11][CH2:12][CH:13]1[CH2:17][CH2:16][N:15]([C:18]([O:20][C:21]([CH3:24])([CH3:23])[CH3:22])=[O:19])[CH2:14]1, predict the reaction product. The product is: [CH:12]([CH:13]1[CH2:17][CH2:16][N:15]([C:18]([O:20][C:21]([CH3:24])([CH3:23])[CH3:22])=[O:19])[CH2:14]1)=[O:11]. (5) Given the reactants Cl.[N:2]1([CH2:9][CH2:10][CH2:11][O:12][C:13]2[CH:18]=[CH:17][C:16]([CH2:19][C:20]([OH:22])=O)=[CH:15][CH:14]=2)[CH2:8][CH2:7][CH2:6][CH2:5][CH2:4][CH2:3]1.Cl.CN(C)CCCN=C=NCC.O.ON1C2C=CC=CC=2N=N1.[CH2:46]([C:50]1[CH:51]=[C:52]2[C:57](=[C:58]([N:60]3[CH2:65][CH2:64][NH:63][CH2:62][CH2:61]3)[CH:59]=1)[N:56]=[C:55]([CH2:66][CH2:67][C:68]([O:70][CH3:71])=[O:69])[CH:54]=[CH:53]2)[CH2:47][CH2:48][CH3:49], predict the reaction product. The product is: [CH2:46]([C:50]1[CH:51]=[C:52]2[C:57](=[C:58]([N:60]3[CH2:65][CH2:64][N:63]([C:20](=[O:22])[CH2:19][C:16]4[CH:15]=[CH:14][C:13]([O:12][CH2:11][CH2:10][CH2:9][N:2]5[CH2:3][CH2:4][CH2:5][CH2:6][CH2:7][CH2:8]5)=[CH:18][CH:17]=4)[CH2:62][CH2:61]3)[CH:59]=1)[N:56]=[C:55]([CH2:66][CH2:67][C:68]([O:70][CH3:71])=[O:69])[CH:54]=[CH:53]2)[CH2:47][CH2:48][CH3:49].